Dataset: Full USPTO retrosynthesis dataset with 1.9M reactions from patents (1976-2016). Task: Predict the reactants needed to synthesize the given product. Given the product [Cl:33][C:30]1[CH:31]=[CH:32][C:8]2[N:7]3[C:1]([CH3:2])=[N:4][N:5]=[C:6]3[C@@H:12]([CH2:13][C:14]([O:16][CH2:17][CH3:18])=[O:15])[O:11][C@H:10]([C:19]3[CH:24]=[CH:23][CH:22]=[C:21]([O:25][CH3:26])[C:20]=3[O:27][CH3:28])[C:9]=2[CH:29]=1, predict the reactants needed to synthesize it. The reactants are: [C:1]([NH:4][N:5]=[C:6]1[C@@H:12]([CH2:13][C:14]([O:16][CH2:17][CH3:18])=[O:15])[O:11][C@H:10]([C:19]2[CH:24]=[CH:23][CH:22]=[C:21]([O:25][CH3:26])[C:20]=2[O:27][CH3:28])[C:9]2[CH:29]=[C:30]([Cl:33])[CH:31]=[CH:32][C:8]=2[NH:7]1)(=O)[CH3:2].